From a dataset of Reaction yield outcomes from USPTO patents with 853,638 reactions. Predict the reaction yield, written as a fraction of the theoretical maximum amount of product (1.0 means a 100% yield; for example, 0.34 means a 34% yield). (1) The reactants are [OH:1][C:2]1[CH:3]=[C:4]([CH:8]=[C:9]([OH:11])[CH:10]=1)[C:5]([OH:7])=[O:6].[OH-].[Na+].[CH3:14][C:15](OC(C)=O)=[O:16].OS(O)(=O)=O. The catalyst is O. The product is [C:15]([O:1][C:2]1[CH:3]=[C:4]([CH:8]=[C:9]([OH:11])[CH:10]=1)[C:5]([OH:7])=[O:6])(=[O:16])[CH3:14]. The yield is 0.600. (2) The reactants are [CH3:1][N:2]1[C@@H:19]2[CH2:20][C:7]3[CH:8]=[CH:9][C:10]([O:22][CH3:23])=[C:11]4[O:12][C@H:13]5[C:14]([CH2:16][CH2:17][C@:18]2([OH:21])[C@:5]5([C:6]=34)[CH2:4][CH2:3]1)=[O:15].Cl. The catalyst is C(Cl)(Cl)Cl. The product is [CH3:1][N:2]1[C@@H:19]2[CH2:20][C:7]3[CH:8]=[CH:9][C:10]([O:22][CH3:23])=[C:11]4[O:12][C@H:13]5[C:14]([CH2:16][CH2:17][C@:18]2([OH:21])[C@:5]5([C:6]=34)[CH2:4][CH2:3]1)=[O:15]. The yield is 0.930. (3) The reactants are [CH3:1][N:2]1[CH:6]=[C:5]([C:7]2[C:15]3[C:10](=[N:11][CH:12]=[C:13]([OH:16])[CH:14]=3)[N:9]([CH2:17][O:18][CH2:19][CH2:20][Si:21]([CH3:24])([CH3:23])[CH3:22])[CH:8]=2)[CH:4]=[N:3]1.Br[CH2:26][CH:27]1[CH2:32][CH2:31][CH2:30][CH2:29][CH2:28]1.C([O-])([O-])=O.[K+].[K+]. The catalyst is [N+](CCCC)(CCCC)(CCCC)CCCC.[I-].CC(C)=O. The product is [CH:27]1([CH2:26][O:16][C:13]2[CH:14]=[C:15]3[C:7]([C:5]4[CH:4]=[N:3][N:2]([CH3:1])[CH:6]=4)=[CH:8][N:9]([CH2:17][O:18][CH2:19][CH2:20][Si:21]([CH3:24])([CH3:23])[CH3:22])[C:10]3=[N:11][CH:12]=2)[CH2:32][CH2:31][CH2:30][CH2:29][CH2:28]1. The yield is 0.520.